This data is from Reaction yield outcomes from USPTO patents with 853,638 reactions. The task is: Predict the reaction yield, written as a fraction of the theoretical maximum amount of product (1.0 means a 100% yield; for example, 0.34 means a 34% yield). (1) The reactants are [F:1][C:2]1[CH:3]=[C:4]([CH:7]=[C:8]([O:11]C)[C:9]=1[OH:10])[CH:5]=[O:6].B(Br)(Br)Br. The catalyst is ClCCl. The product is [F:1][C:2]1[CH:3]=[C:4]([CH:7]=[C:8]([OH:11])[C:9]=1[OH:10])[CH:5]=[O:6]. The yield is 0.890. (2) The product is [Cl:1][C:2]1[CH:15]=[C:14](/[CH:16]=[CH:17]/[CH:18]([C:23]2[CH:24]=[C:25]([Cl:31])[C:26]([Cl:30])=[C:27]([Cl:29])[CH:28]=2)[C:19]([F:22])([F:21])[F:20])[CH:13]=[CH:12][C:3]=1[CH2:4][NH:5][C:6](=[O:11])[CH2:7][CH2:8][S:34]([CH3:38])(=[O:36])=[O:33]. The reactants are [Cl:1][C:2]1[CH:15]=[C:14](/[CH:16]=[CH:17]/[CH:18]([C:23]2[CH:28]=[C:27]([Cl:29])[C:26]([Cl:30])=[C:25]([Cl:31])[CH:24]=2)[C:19]([F:22])([F:21])[F:20])[CH:13]=[CH:12][C:3]=1[CH2:4][NH:5][C:6](=[O:11])[CH2:7][CH2:8]SC.O[O:33][S:34]([O-:36])=O.[K+].[CH3:38]C(C)=O. The yield is 0.600. The catalyst is O. (3) The reactants are [NH2:1][CH:2]([C:8]1[C:13]([Cl:14])=[CH:12][C:11]([Br:15])=[CH:10][N:9]=1)C(OCC)=O. The catalyst is Cl. The product is [ClH:14].[Br:15][C:11]1[CH:12]=[C:13]([Cl:14])[C:8]([CH2:2][NH2:1])=[N:9][CH:10]=1. The yield is 0.650. (4) The reactants are [CH3:1][C:2]1[CH:3]=[CH:4][C:5]([C:8](=O)[CH2:9][C:10](=O)[C:11]([O:13][CH2:14][CH3:15])=[O:12])=[N:6][CH:7]=1.[NH:18]([C:20]1[N:21]=[N:22][C:23]([CH3:26])=[CH:24][CH:25]=1)[NH2:19].Cl.C(=O)(O)[O-].[Na+]. The catalyst is C(O)C.C(Cl)(Cl)Cl.C(O)(=O)C. The yield is 0.230. The product is [CH3:26][C:23]1[N:22]=[N:21][C:20]([N:18]2[C:8]([C:5]3[CH:4]=[CH:3][C:2]([CH3:1])=[CH:7][N:6]=3)=[CH:9][C:10]([C:11]([O:13][CH2:14][CH3:15])=[O:12])=[N:19]2)=[CH:25][CH:24]=1. (5) The reactants are Cl[C:2]1[S:6][C:5]([CH2:7][N:8]([CH2:21][C:22]([F:25])([F:24])[F:23])[C:9]2[CH:16]=[CH:15][C:12]([C:13]#[N:14])=[C:11]([C:17]([F:20])([F:19])[F:18])[CH:10]=2)=[CH:4][CH:3]=1. The catalyst is CO.[Pd]. The product is [S:6]1[CH:2]=[CH:3][CH:4]=[C:5]1[CH2:7][N:8]([CH2:21][C:22]([F:23])([F:24])[F:25])[C:9]1[CH:16]=[CH:15][C:12]([C:13]#[N:14])=[C:11]([C:17]([F:18])([F:19])[F:20])[CH:10]=1. The yield is 0.840. (6) The reactants are [CH3:1][N:2]([CH2:4][C:5]1[CH:23]=[CH:22][C:8](/[CH:9]=[N:10]/[C:11]2[CH:19]=[C:18]([F:20])[CH:17]=[C:16]3[C:12]=2[CH2:13][O:14][C:15]3=[O:21])=[CH:7][CH:6]=1)[CH3:3].[F:24][C:25]1[CH:32]=[CH:31][C:28]([CH:29]=O)=[CH:27][CH:26]=1.[O-:33][CH2:34][CH3:35].[Na+].C(O)C. The catalyst is C(OCC)(=O)CC. The product is [CH3:1][N:2]([CH2:4][C:5]1[CH:23]=[CH:22][C:8]([CH:9]2[CH:29]([C:28]3[CH:31]=[CH:32][C:25]([F:24])=[CH:26][CH:27]=3)[C:34](=[O:33])[C:35]3[C:16]([C:15]([O:14][CH2:13][CH3:12])=[O:21])=[CH:17][C:18]([F:20])=[CH:19][C:11]=3[NH:10]2)=[CH:7][CH:6]=1)[CH3:3]. The yield is 0.130. (7) The reactants are [Cl:1][C:2]1[CH:24]=[CH:23][C:5]([O:6][C:7]2[CH:12]=[CH:11][C:10]([CH2:13][CH2:14][NH:15][C:16]3[NH:17][CH:18]=[CH:19][C:20](=[O:22])[N:21]=3)=[CH:9][CH:8]=2)=[CH:4][C:3]=1[C:25]([F:28])([F:27])[F:26].[CH2:29]=O.[NH:31]1[CH2:35][CH2:34][CH2:33][CH2:32]1. No catalyst specified. The product is [Cl:1][C:2]1[CH:24]=[CH:23][C:5]([O:6][C:7]2[CH:8]=[CH:9][C:10]([CH2:13][CH2:14][NH:15][C:16]3[NH:17][CH:18]=[C:19]([CH2:29][N:31]4[CH2:35][CH2:34][CH2:33][CH2:32]4)[C:20](=[O:22])[N:21]=3)=[CH:11][CH:12]=2)=[CH:4][C:3]=1[C:25]([F:26])([F:28])[F:27]. The yield is 0.730.